Predict the reactants needed to synthesize the given product. From a dataset of Full USPTO retrosynthesis dataset with 1.9M reactions from patents (1976-2016). (1) Given the product [NH2:20][C:21]1[C:26]2[NH:27][C:6](=[O:7])[N:28]([CH2:29][C:30]3[CH:31]=[CH:32][CH:33]=[CH:34][CH:35]=3)[C:25]=2[CH:24]=[C:23]([C:36]2[N:37]([CH3:41])[CH:38]=[CH:39][N:40]=2)[N:22]=1, predict the reactants needed to synthesize it. The reactants are: C1N=CN([C:6](N2C=NC=C2)=[O:7])C=1.C([NH:20][C:21]1[C:26]([NH2:27])=[C:25]([NH:28][CH2:29][C:30]2[CH:35]=[CH:34][CH:33]=[CH:32][CH:31]=2)[CH:24]=[C:23]([C:36]2[N:37]([CH3:41])[CH:38]=[CH:39][N:40]=2)[N:22]=1)C1C=CC=CC=1. (2) Given the product [CH3:44][O:43][C:37]1[CH:36]=[C:35]([CH2:34][CH2:33][NH:32][C:28]2[N:27]=[C:26]([C:22]3[CH:21]=[C:20]([NH:19][C:17](=[O:18])[CH2:16][CH2:15][CH2:14][N:7]4[CH:4]=[CH:3][CH:2]=[N:1][CH2:5]4)[CH:25]=[CH:24][CH:23]=3)[CH:31]=[CH:30][N:29]=2)[CH:40]=[CH:39][C:38]=1[O:41][CH3:42], predict the reactants needed to synthesize it. The reactants are: [NH:1]1[CH2:5][CH2:4][CH2:3][CH2:2]1.C[N:7]1CCCC1=O.Br[CH2:14][CH2:15][CH2:16][C:17]([NH:19][C:20]1[CH:25]=[CH:24][CH:23]=[C:22]([C:26]2[CH:31]=[CH:30][N:29]=[C:28]([NH:32][CH2:33][CH2:34][C:35]3[CH:40]=[CH:39][C:38]([O:41][CH3:42])=[C:37]([O:43][CH3:44])[CH:36]=3)[N:27]=2)[CH:21]=1)=[O:18]. (3) Given the product [F:16][C:17]1[CH:25]=[CH:24][C:20]([CH2:21][CH2:22][N:1]2[CH:5]=[C:4]([C:6]3[CH:11]=[C:10]([C:12]([OH:14])=[O:13])[CH:9]=[CH:8][N:7]=3)[N:3]=[CH:2]2)=[CH:19][CH:18]=1, predict the reactants needed to synthesize it. The reactants are: [NH:1]1[CH:5]=[C:4]([C:6]2[CH:11]=[C:10]([C:12]([O:14]C)=[O:13])[CH:9]=[CH:8][N:7]=2)[N:3]=[CH:2]1.[F:16][C:17]1[CH:25]=[CH:24][C:20]([CH2:21][CH2:22]Br)=[CH:19][CH:18]=1.[OH-].[Na+]. (4) Given the product [F:40][C:41]1[CH:42]=[C:43]([NH:47][CH:48]2[CH2:53][CH2:52][N:51]([C:29]([N:15]([CH3:16])[C:12]3[CH:11]=[CH:10][C:9]([CH2:8][N:6]4[CH2:5][CH2:4][N:3]([C:24]([O:27][C:33]([CH3:39])([CH3:38])[CH3:34])=[O:25])[C@@H:2]([CH3:1])[CH2:7]4)=[CH:14][CH:13]=3)=[O:30])[CH2:50][CH2:49]2)[CH:44]=[CH:45][CH:46]=1, predict the reactants needed to synthesize it. The reactants are: [CH3:1][C@H:2]1[CH2:7][N:6]([CH2:8][C:9]2[CH:14]=[CH:13][C:12]([NH:15][CH3:16])=[CH:11][CH:10]=2)[CH2:5][CH2:4][N:3]1C(OC(C)(C)C)=O.[C:24]([O-:27])(O)=[O:25].[Na+].[C:29](Cl)(Cl)=[O:30].[C:33]1([CH3:39])[CH:38]=CC=C[CH:34]=1.[F:40][C:41]1[CH:42]=[C:43]([NH:47][CH:48]2[CH2:53][CH2:52][NH:51][CH2:50][CH2:49]2)[CH:44]=[CH:45][CH:46]=1.C(N(CC)CC)C.C(O)C(N)(CO)CO. (5) Given the product [N:22]1([C:27]2[CH:28]=[C:29]([NH:30][C:11]([C:9]3[CH2:8][CH2:7][O:6][C:5]4[CH:14]=[CH:15][C:2]([F:1])=[CH:3][C:4]=4[CH:10]=3)=[O:13])[CH:31]=[CH:32][CH:33]=2)[CH:26]=[CH:25][N:24]=[CH:23]1, predict the reactants needed to synthesize it. The reactants are: [F:1][C:2]1[CH:15]=[CH:14][C:5]2[O:6][CH2:7][CH2:8][C:9]([C:11]([OH:13])=O)=[CH:10][C:4]=2[CH:3]=1.C(Cl)(=O)C(Cl)=O.[N:22]1([C:27]2[CH:28]=[C:29]([CH:31]=[CH:32][CH:33]=2)[NH2:30])[CH:26]=[CH:25][N:24]=[CH:23]1.